Dataset: Reaction yield outcomes from USPTO patents with 853,638 reactions. Task: Predict the reaction yield, written as a fraction of the theoretical maximum amount of product (1.0 means a 100% yield; for example, 0.34 means a 34% yield). (1) The reactants are [C:1]([C:4]1[CH:9]=[CH:8][C:7](B(O)O)=[CH:6][CH:5]=1)(=[O:3])[CH3:2].I[C:14]1[C:22]2[C:17](=[N:18][CH:19]=[N:20][C:21]=2[NH2:23])[N:16]([CH:24]([CH3:26])[CH3:25])[N:15]=1.C([O-])([O-])=O.[Na+].[Na+]. The catalyst is CCO.COCCOC.C1C=CC([P]([Pd]([P](C2C=CC=CC=2)(C2C=CC=CC=2)C2C=CC=CC=2)([P](C2C=CC=CC=2)(C2C=CC=CC=2)C2C=CC=CC=2)[P](C2C=CC=CC=2)(C2C=CC=CC=2)C2C=CC=CC=2)(C2C=CC=CC=2)C2C=CC=CC=2)=CC=1. The product is [NH2:23][C:21]1[N:20]=[CH:19][N:18]=[C:17]2[N:16]([CH:24]([CH3:26])[CH3:25])[N:15]=[C:14]([C:7]3[CH:8]=[CH:9][C:4]([C:1](=[O:3])[CH3:2])=[CH:5][CH:6]=3)[C:22]=12. The yield is 0.620. (2) The reactants are [OH:1][CH:2]([CH3:43])[C:3]([CH3:42])([CH3:41])[O:4][C:5]1[CH:10]=[CH:9][C:8]([N:11]2[C:16](=[O:17])[C:15]([CH2:18][C:19]3[CH:24]=[CH:23][C:22]([C:25]4[CH:30]=[CH:29][CH:28]=[CH:27][C:26]=4[C:31]4[NH:35][C:34](=[O:36])[O:33][N:32]=4)=[CH:21][CH:20]=3)=[C:14]([CH2:37][CH2:38][CH3:39])[N:13]=[C:12]2[CH3:40])=[CH:7][CH:6]=1.CC(OI1(OC(C)=O)(OC(C)=O)OC(=O)C2C1=CC=CC=2)=O.C(OCC)(=O)C.S([O-])([O-])(=O)=S.[Na+].[Na+]. The catalyst is C(Cl)Cl.O. The product is [CH3:41][C:3]([CH3:42])([O:4][C:5]1[CH:6]=[CH:7][C:8]([N:11]2[C:16](=[O:17])[C:15]([CH2:18][C:19]3[CH:24]=[CH:23][C:22]([C:25]4[CH:30]=[CH:29][CH:28]=[CH:27][C:26]=4[C:31]4[NH:35][C:34](=[O:36])[O:33][N:32]=4)=[CH:21][CH:20]=3)=[C:14]([CH2:37][CH2:38][CH3:39])[N:13]=[C:12]2[CH3:40])=[CH:9][CH:10]=1)[C:2](=[O:1])[CH3:43]. The yield is 0.740. (3) The product is [Br:11][CH:9]1[CH2:8][CH2:7][CH2:6][C:5]2[N:4]=[CH:3][CH:2]=[N:1][C:10]1=2. The yield is 0.540. The catalyst is C(Cl)(Cl)(Cl)Cl.C(OOC(=O)C1C=CC=CC=1)(=O)C1C=CC=CC=1. The reactants are [N:1]1[C:10]2[CH2:9][CH2:8][CH2:7][CH2:6][C:5]=2[N:4]=[CH:3][CH:2]=1.[Br:11]NC(=O)CCC(N)=O.C(=O)(O)[O-].[Na+]. (4) The yield is 0.230. The reactants are [Cl:1][C:2]1[CH:7]=[CH:6][C:5]([CH2:8][C:9]([OH:11])=O)=[CH:4][C:3]=1[F:12].C(Cl)(=O)C(Cl)=O.[NH2:19][C:20](=[N:26]O)[C:21]([O:23][CH2:24][CH3:25])=[O:22].C(N(CC)C(C)C)(C)C. The product is [Cl:1][C:2]1[CH:7]=[CH:6][C:5]([CH2:8][C:9]2[O:11][N:26]=[C:20]([C:21]([O:23][CH2:24][CH3:25])=[O:22])[N:19]=2)=[CH:4][C:3]=1[F:12]. The catalyst is ClCCl.N1C=CC=CC=1.CN(C=O)C. (5) The reactants are [O:1]=[C:2]1[C:11]2[C:6](=[C:7]([C:12]([OH:14])=[O:13])[CH:8]=[CH:9][CH:10]=2)[N:5]=[CH:4][NH:3]1.S(=O)(=O)(O)O.[OH-].[Na+].[CH3:22]O. No catalyst specified. The product is [O:1]=[C:2]1[C:11]2[C:6](=[C:7]([C:12]([O:14][CH3:22])=[O:13])[CH:8]=[CH:9][CH:10]=2)[N:5]=[CH:4][NH:3]1. The yield is 0.940. (6) The reactants are [CH3:1]C(C)([O-])C.[K+].[I-].C[P+](C1C=CC=CC=1)(C1C=CC=CC=1)C1C=CC=CC=1.[C:28]([C:31]1[CH:36]=[CH:35][C:34]([CH:37]2[C:41]3[C:42]([CH3:56])=[C:43]([NH:48][C:49](=[O:55])[CH2:50][C:51]([CH3:54])([CH3:53])[CH3:52])[C:44]([CH3:47])=[C:45]([CH3:46])[C:40]=3[O:39][CH2:38]2)=[CH:33][C:32]=1[O:57][CH3:58])(=O)[CH3:29].O. The catalyst is C1(C)C=CC=CC=1. The product is [C:28]([C:31]1[CH:36]=[CH:35][C:34]([CH:37]2[C:41]3[C:42]([CH3:56])=[C:43]([NH:48][C:49](=[O:55])[CH2:50][C:51]([CH3:53])([CH3:54])[CH3:52])[C:44]([CH3:47])=[C:45]([CH3:46])[C:40]=3[O:39][CH2:38]2)=[CH:33][C:32]=1[O:57][CH3:58])([CH3:29])=[CH2:1]. The yield is 0.840.